From a dataset of Forward reaction prediction with 1.9M reactions from USPTO patents (1976-2016). Predict the product of the given reaction. (1) Given the reactants N1C=CC=C(CN)C=1.[CH3:9][C:10]1[CH:14]=[C:13]([CH2:15][NH2:16])[NH:12][N:11]=1.[F:17][C:18]1[CH:40]=[CH:39][C:21]([CH2:22][N:23]2[C@@H:27]([CH3:28])[CH2:26][N:25]([C:29]3[S:30][C:31]([C:35](O)=[O:36])=[C:32]([CH3:34])[N:33]=3)[C:24]2=[O:38])=[CH:20][CH:19]=1.FC1C=CC(CN2[C@H](C)CN(C3SC(C(O)=O)=C(C)N=3)C2=O)=CC=1, predict the reaction product. The product is: [F:17][C:18]1[CH:40]=[CH:39][C:21]([CH2:22][N:23]2[C@H:27]([CH3:28])[CH2:26][N:25]([C:29]3[S:30][C:31]([C:35]([NH:16][CH2:15][C:13]4[NH:12][N:11]=[C:10]([CH3:9])[CH:14]=4)=[O:36])=[C:32]([CH3:34])[N:33]=3)[C:24]2=[O:38])=[CH:20][CH:19]=1. (2) Given the reactants C(O[C:6]([N:8]1[CH2:13][CH2:12][N:11]([CH2:14][C:15]2[CH:20]=[CH:19][C:18]([C@@H:21]3[O:30][C:25]4=[N:26][CH:27]=[CH:28][CH:29]=[C:24]4[O:23][CH2:22]3)=[CH:17][CH:16]=2)[CH2:10][CH2:9]1)=O)(C)(C)C.C(OC(N1CCCNCC1)=O)(C)(C)C.N1(CC2C=CC([C@@H]3OC4=NC=CC=C4OC3)=CC=2)CCNCC1, predict the reaction product. The product is: [N:11]1([CH2:14][C:15]2[CH:20]=[CH:19][C:18]([C@@H:21]3[O:30][C:25]4=[N:26][CH:27]=[CH:28][CH:29]=[C:24]4[O:23][CH2:22]3)=[CH:17][CH:16]=2)[CH2:12][CH2:13][CH2:6][NH:8][CH2:9][CH2:10]1. (3) Given the reactants O[C:2]1[CH:7]=[C:6]([O:8][CH3:9])[CH:5]=[CH:4][C:3]=1[C:10]1([CH2:25][OH:26])[C:18]2[C:13](=[CH:14][CH:15]=[CH:16][CH:17]=2)[N:12]([CH2:19][CH2:20][CH2:21][CH2:22][CH3:23])[C:11]1=[O:24].C1(CCN2C3C(=CC=CC=3)C(C3C(O)=CC4OCOC=4C=3)(CO)C2=O)CC1, predict the reaction product. The product is: [CH3:9][O:8][C:6]1[CH:5]=[CH:4][C:3]2[C:10]3([CH2:25][O:26][C:2]=2[CH:7]=1)[C:18]1[C:13](=[CH:14][CH:15]=[CH:16][CH:17]=1)[N:12]([CH2:19][CH2:20][CH2:21][CH2:22][CH3:23])[C:11]3=[O:24].